From a dataset of Peptide-MHC class II binding affinity with 134,281 pairs from IEDB. Regression. Given a peptide amino acid sequence and an MHC pseudo amino acid sequence, predict their binding affinity value. This is MHC class II binding data. (1) The peptide sequence is IGLQYLGYVIRDLAA. The MHC is DRB1_1301 with pseudo-sequence DRB1_1301. The binding affinity (normalized) is 0.719. (2) The peptide sequence is RTVVLTESTLSTALAELATR. The MHC is DRB1_0301 with pseudo-sequence DRB1_0301. The binding affinity (normalized) is 0.348. (3) The peptide sequence is GEIYKRWIILGLNKIVRMY. The MHC is HLA-DQA10101-DQB10501 with pseudo-sequence HLA-DQA10101-DQB10501. The binding affinity (normalized) is 0.250. (4) The peptide sequence is TLELLYADTVAFCFR. The MHC is DRB1_1501 with pseudo-sequence DRB1_1501. The binding affinity (normalized) is 0.620. (5) The peptide sequence is VLGLPAIKAWVAKRP. The MHC is HLA-DPA10201-DPB11401 with pseudo-sequence HLA-DPA10201-DPB11401. The binding affinity (normalized) is 0.172. (6) The peptide sequence is HGSPTFWMGSHEVNG. The MHC is DRB1_0301 with pseudo-sequence DRB1_0301. The binding affinity (normalized) is 0.297.